Dataset: Peptide-MHC class I binding affinity with 185,985 pairs from IEDB/IMGT. Task: Regression. Given a peptide amino acid sequence and an MHC pseudo amino acid sequence, predict their binding affinity value. This is MHC class I binding data. (1) The peptide sequence is IISLKYTRK. The MHC is HLA-A02:03 with pseudo-sequence HLA-A02:03. The binding affinity (normalized) is 0.0847. (2) The peptide sequence is TYSAGIVQI. The MHC is HLA-A02:03 with pseudo-sequence HLA-A02:03. The binding affinity (normalized) is 0. (3) The peptide sequence is TILFTENGPW. The MHC is Mamu-B17 with pseudo-sequence Mamu-B17. The binding affinity (normalized) is 0.442. (4) The peptide sequence is QEPGPVGPL. The MHC is HLA-B14:02 with pseudo-sequence HLA-B14:02. The binding affinity (normalized) is 0.213. (5) The peptide sequence is SIFVSTMPV. The MHC is HLA-A02:06 with pseudo-sequence HLA-A02:06. The binding affinity (normalized) is 0.593. (6) The peptide sequence is TQRKKTLGF. The MHC is HLA-B15:17 with pseudo-sequence HLA-B15:17. The binding affinity (normalized) is 0.652. (7) The peptide sequence is ASYQFQLPY. The MHC is HLA-A02:01 with pseudo-sequence HLA-A02:01. The binding affinity (normalized) is 0.0847. (8) The peptide sequence is CISLQFSNYV. The MHC is H-2-Db with pseudo-sequence H-2-Db. The binding affinity (normalized) is 0.335. (9) The peptide sequence is PPALNCYWPL. The MHC is HLA-B35:01 with pseudo-sequence HLA-B35:01. The binding affinity (normalized) is 0.